From a dataset of Full USPTO retrosynthesis dataset with 1.9M reactions from patents (1976-2016). Predict the reactants needed to synthesize the given product. (1) Given the product [C:1]([CH2:12][C:13]1[CH:20]=[C:19]([N+:21]([O-:23])=[O:22])[CH:18]=[CH:17][C:14]=1[C:15]#[N:16])#[N:2], predict the reactants needed to synthesize it. The reactants are: [C-:1]#[N:2].[Na+].S(=O)(=O)(O)O.C#N.Br[CH2:12][C:13]1[CH:20]=[C:19]([N+:21]([O-:23])=[O:22])[CH:18]=[CH:17][C:14]=1[C:15]#[N:16]. (2) The reactants are: [NH2:1][C@@H:2]([C:4]([OH:6])=O)[CH3:3].B(F)(F)F.CCOCC.F[C:17]1[CH:24]=[CH:23][C:20]([C:21]#[N:22])=[C:19]([C:25]([F:28])([F:27])[F:26])[CH:18]=1.N[C@H](C)CO.CCN(C(C)C)C(C)C. Given the product [OH:6][CH2:4][C@H:2]([NH:1][C:17]1[CH:24]=[CH:23][C:20]([C:21]#[N:22])=[C:19]([C:25]([F:26])([F:28])[F:27])[CH:18]=1)[CH3:3], predict the reactants needed to synthesize it. (3) The reactants are: [F:1][C:2]1[CH:7]=[CH:6][C:5]([O:8][CH3:9])=[CH:4][CH:3]=1.CN(C)CCN(C)CCN(C)C.C([Li])CCC.B(OC)(OC)[O:28]C.OO.S([O-])([O-])=O.[Na+].[Na+]. Given the product [F:1][C:2]1[CH:7]=[CH:6][C:5]([O:8][CH3:9])=[CH:4][C:3]=1[OH:28], predict the reactants needed to synthesize it.